From a dataset of Full USPTO retrosynthesis dataset with 1.9M reactions from patents (1976-2016). Predict the reactants needed to synthesize the given product. (1) Given the product [CH:1]1([O:4][C:5]2[CH:6]=[C:7]([C:15]3[NH:32][C:18]4[CH:19]=[N:20][NH:21][C:22](=[O:23])[C:17]=4[C:16]=3[CH2:33][O:34][CH:35]([CH2:38][CH3:39])[CH2:36][CH3:37])[CH:8]=[CH:9][C:10]=2[O:11][CH:12]([F:13])[F:14])[CH2:2][CH2:3]1, predict the reactants needed to synthesize it. The reactants are: [CH:1]1([O:4][C:5]2[CH:6]=[C:7]([C:15]3[NH:32][C:18]4[CH:19]=[N:20][N:21](COCC[Si](C)(C)C)[C:22](=[O:23])[C:17]=4[C:16]=3[CH2:33][O:34][CH:35]([CH2:38][CH3:39])[CH2:36][CH3:37])[CH:8]=[CH:9][C:10]=2[O:11][CH:12]([F:14])[F:13])[CH2:3][CH2:2]1.C1(OCC2C3C(=O)N(COCC[Si](C)(C)C)N=CC=3NC=2C2C=CC(OC(F)F)=C(OC3CC3)C=2)CCC1. (2) Given the product [C:30]([C:29]1[CH:22]([C:19]2[CH:18]=[CH:17][C:16]3[C:21](=[C:12]([OH:11])[CH:13]=[CH:14][CH:15]=3)[N:20]=2)[N:10]([C:8]2[CH:7]=[CH:6][C:5]3[NH:1][CH:2]=[N:3][C:4]=3[CH:9]=2)[C:27](=[O:26])[C:28]=1[OH:33])(=[O:32])[CH3:31], predict the reactants needed to synthesize it. The reactants are: [NH:1]1[C:5]2[CH:6]=[CH:7][C:8]([NH2:10])=[CH:9][C:4]=2[N:3]=[CH:2]1.[OH:11][C:12]1[CH:13]=[CH:14][CH:15]=[C:16]2[C:21]=1[N:20]=[C:19]([CH:22]=O)[CH:18]=[CH:17]2.C([O:26][C:27](=O)[C:28](=[O:33])[CH2:29][C:30](=[O:32])[CH3:31])C.